Dataset: Full USPTO retrosynthesis dataset with 1.9M reactions from patents (1976-2016). Task: Predict the reactants needed to synthesize the given product. (1) Given the product [CH3:7][C:6]1[O:14][C:12]([C:11]2[CH:6]=[CH:7][CH:8]=[CH:9][CH:10]=2)=[CH:10][C:11]=1[CH:12]=[O:14], predict the reactants needed to synthesize it. The reactants are: CC(OI1(OC(C)=O)(OC(C)=O)[O:14][C:12](=O)[C:11]2[CH:10]=[CH:9][CH:8]=[CH:7][C:6]1=2)=O. (2) The reactants are: [NH2:1][C:2]1[C:3]2[N:4]([C:8]([C@H:12]3[CH2:17][N:16]4[C:18](=[O:22])[O:19][C@H:20]([CH3:21])[C@@H:15]4[CH2:14][CH2:13]3)=[N:9][C:10]=2Br)[CH:5]=[CH:6][N:7]=1.[CH3:23][O:24][C:25]1[CH:26]=[C:27]([CH:41]=[CH:42][C:43]=1B1OC(C)(C)C(C)(C)O1)[C:28]([NH:30][C:31]1[CH:36]=[C:35]([C:37]([F:40])([F:39])[F:38])[CH:34]=[CH:33][N:32]=1)=[O:29].O. Given the product [NH2:1][C:2]1[C:3]2[N:4]([C:8]([C@H:12]3[CH2:17][N:16]4[C:18](=[O:22])[O:19][C@H:20]([CH3:21])[C@@H:15]4[CH2:14][CH2:13]3)=[N:9][C:10]=2[C:43]2[CH:42]=[CH:41][C:27]([C:28]([NH:30][C:31]3[CH:36]=[C:35]([C:37]([F:40])([F:38])[F:39])[CH:34]=[CH:33][N:32]=3)=[O:29])=[CH:26][C:25]=2[O:24][CH3:23])[CH:5]=[CH:6][N:7]=1, predict the reactants needed to synthesize it. (3) The reactants are: [C:1]([O:6][C@@H:7]1[C@@H:19]([O:20][C:21](=[O:25])[CH2:22][CH2:23][CH3:24])[C@H:18]([CH3:26])[O:17][C@@H:9](SC2C=CC=CC=2)[C@@H:8]1[O:27][CH2:28][C:29]1[CH:34]=[CH:33][CH:32]=[CH:31][CH:30]=1)(=[O:5])[CH2:2][CH2:3][CH3:4].[Br:35]Br. Given the product [C:1]([O:6][C@@H:7]1[C@@H:19]([O:20][C:21](=[O:25])[CH2:22][CH2:23][CH3:24])[C@H:18]([CH3:26])[O:17][C@@H:9]([Br:35])[C@@H:8]1[O:27][CH2:28][C:29]1[CH:34]=[CH:33][CH:32]=[CH:31][CH:30]=1)(=[O:5])[CH2:2][CH2:3][CH3:4], predict the reactants needed to synthesize it. (4) Given the product [NH2:44][C:31]1[CH:32]=[C:33]([C:34]2[CH:35]=[CH:36][C:37]([F:43])=[C:38]([CH:42]=2)[C:39]([NH2:41])=[O:40])[C:28]([C@@H:18]([NH:17][C:15](=[O:16])[CH2:14][N:7]2[C:6]3[C:2]([F:56])([F:1])[C@@H:3]4[CH2:55][C@@H:4]4[C:5]=3[C:9]([C:10]([F:11])([F:12])[F:13])=[N:8]2)[CH2:19][C:20]2[CH:25]=[C:24]([F:26])[CH:23]=[C:22]([F:27])[CH:21]=2)=[N:29][CH:30]=1, predict the reactants needed to synthesize it. The reactants are: [F:1][C:2]1([F:56])[C:6]2[N:7]([CH2:14][C:15]([NH:17][C@H:18]([C:28]3[C:33]([C:34]4[CH:35]=[CH:36][C:37]([F:43])=[C:38]([CH:42]=4)[C:39]([NH2:41])=[O:40])=[CH:32][C:31]([N:44]4C(=O)C5C(=CC=CC=5)C4=O)=[CH:30][N:29]=3)[CH2:19][C:20]3[CH:25]=[C:24]([F:26])[CH:23]=[C:22]([F:27])[CH:21]=3)=[O:16])[N:8]=[C:9]([C:10]([F:13])([F:12])[F:11])[C:5]=2[C@H:4]2[CH2:55][C@@H:3]12.O.NN. (5) Given the product [CH3:31][C:32]1[CH:40]=[CH:39][C:35]([C:36]([O:30][CH:6]2[C:5]3[C:10](=[CH:11][C:2]([Cl:1])=[CH:3][CH:4]=3)[N:9]=[C:8]([CH:12]([N:18]([CH2:19][CH2:20][CH2:21][NH:22][C:23]([O:24][C:25]([CH3:27])([CH3:26])[CH3:28])=[O:29])[C:6](=[O:30])[C:5]3[CH:10]=[CH:11][C:46]([CH3:47])=[CH:3][CH:4]=3)[C:13]([N:15]([CH3:16])[CH3:17])=[O:14])[NH:7]2)=[O:37])=[CH:34][CH:33]=1, predict the reactants needed to synthesize it. The reactants are: [Cl:1][C:2]1[CH:11]=[C:10]2[C:5]([C:6](=[O:30])[NH:7][C:8]([CH:12]([NH:18][CH2:19][CH2:20][CH2:21][NH:22][C:23](=[O:29])[O:24][C:25]([CH3:28])([CH3:27])[CH3:26])[C:13]([N:15]([CH3:17])[CH3:16])=[O:14])=[N:9]2)=[CH:4][CH:3]=1.[CH3:31][C:32]1[CH:40]=[CH:39][C:35]([C:36](Cl)=[O:37])=[CH:34][CH:33]=1.C(N([CH2:46][CH3:47])CC)C.